From a dataset of Full USPTO retrosynthesis dataset with 1.9M reactions from patents (1976-2016). Predict the reactants needed to synthesize the given product. (1) Given the product [CH2:37]([O:36][CH2:35][C:34]([O:33][CH2:2][C:1]#[N:5])=[O:67])[CH:38]=[CH2:39], predict the reactants needed to synthesize it. The reactants are: [CH2:1]([N+:5](CCCC)(CCCC)CCCC)[CH2:2]CC.P([O:33][CH2:34][C@@H:35]1[C@@H:39](OP([O:33][CH2:34][C@@H:35]2[C@@H:39](O)[C@@H:38](O)[C@H:37](N3C=NC4C3=NC=NC=4N)[O:36]2)(O)=O)[CH2:38][C@H:37](N2C=[CH:2][C:1]([NH2:5])=NC2=O)[O:36]1)(O)(O)=O.N1C=CN=C1.C(O)(=[O:67])C. (2) Given the product [ClH:1].[CH3:36][O:37][C:21]1[C:26]([C:2]2[C:11]3[CH2:10][CH2:9][CH2:8][CH2:7][C:6]=3[N:5]=[C:4]([O:12][CH2:13][C:14]3[CH:19]=[CH:18][CH:17]=[CH:16][N:15]=3)[CH:3]=2)=[CH:25][CH:24]=[CH:23][N:22]=1, predict the reactants needed to synthesize it. The reactants are: [Cl:1][C:2]1[C:11]2[CH2:10][CH2:9][CH2:8][CH2:7][C:6]=2[N:5]=[C:4]([O:12][CH2:13][C:14]2[CH:19]=[CH:18][CH:17]=[CH:16][N:15]=2)[CH:3]=1.F[C:21]1[C:26](B2OC(C)(C)C(C)(C)O2)=[CH:25][CH:24]=[CH:23][N:22]=1.[CH3:36][O:37]C1C=CC=C(OC)C=1C1C=CC=CC=1P(C1CCCCC1)C1CCCCC1.C(=O)([O-])[O-].[K+].[K+].